This data is from Forward reaction prediction with 1.9M reactions from USPTO patents (1976-2016). The task is: Predict the product of the given reaction. (1) Given the reactants FC(F)(F)C(O)=O.C(OC([N:15]1[C:20]2[CH:21]=[C:22]([Cl:25])[CH:23]=[CH:24][C:19]=2[O:18][CH:17]([C:26]([N:28]2[CH2:33][CH2:32][C:31]([CH2:35][C:36]3[CH:41]=[CH:40][C:39]([Cl:42])=[CH:38][CH:37]=3)([OH:34])[C:30]([CH3:44])([CH3:43])[CH2:29]2)=[O:27])[CH2:16]1)=O)(C)(C)C, predict the reaction product. The product is: [Cl:42][C:39]1[CH:40]=[CH:41][C:36]([CH2:35][C:31]2([OH:34])[CH2:32][CH2:33][N:28]([C:26]([CH:17]3[CH2:16][NH:15][C:20]4[CH:21]=[C:22]([Cl:25])[CH:23]=[CH:24][C:19]=4[O:18]3)=[O:27])[CH2:29][C:30]2([CH3:44])[CH3:43])=[CH:37][CH:38]=1. (2) Given the reactants [Cl:1][C:2]1[CH:7]=[CH:6][C:5]([O:8][C:9]2[CH:16]=[CH:15][C:14]([CH2:17][O:18][C:19]3[CH:24]=[CH:23][NH:22][C:21](=[O:25])[N:20]=3)=[CH:13][C:10]=2[C:11]#[N:12])=[CH:4][C:3]=1[C:26]([F:29])([F:28])[F:27].Cl.Cl[CH2:32][C:33]1[CH:34]=[N:35][N:36]([CH3:38])[CH:37]=1, predict the reaction product. The product is: [Cl:1][C:2]1[CH:7]=[CH:6][C:5]([O:8][C:9]2[CH:16]=[CH:15][C:14]([CH2:17][O:18][C:19]3[CH:24]=[CH:23][N:22]([CH2:32][C:33]4[CH:34]=[N:35][N:36]([CH3:38])[CH:37]=4)[C:21](=[O:25])[N:20]=3)=[CH:13][C:10]=2[C:11]#[N:12])=[CH:4][C:3]=1[C:26]([F:27])([F:29])[F:28]. (3) Given the reactants Cl.[O:2]1[CH2:7][CH2:6][N:5]([CH2:8][C:9]([OH:11])=O)[CH2:4][CH2:3]1.[CH2:12]([C@H:19]1[CH2:23][NH:22][C@H:21]([C:24]([NH:26][C:27]2[CH:32]=[CH:31][C:30]([O:33][C:34]3[CH:39]=[CH:38][C:37]([F:40])=[CH:36][CH:35]=3)=[CH:29][CH:28]=2)=[O:25])[CH2:20]1)[C:13]1[CH:18]=[CH:17][CH:16]=[CH:15][CH:14]=1, predict the reaction product. The product is: [CH2:12]([C@H:19]1[CH2:23][N:22]([C:9](=[O:11])[CH2:8][N:5]2[CH2:4][CH2:3][O:2][CH2:7][CH2:6]2)[C@H:21]([C:24]([NH:26][C:27]2[CH:32]=[CH:31][C:30]([O:33][C:34]3[CH:35]=[CH:36][C:37]([F:40])=[CH:38][CH:39]=3)=[CH:29][CH:28]=2)=[O:25])[CH2:20]1)[C:13]1[CH:14]=[CH:15][CH:16]=[CH:17][CH:18]=1. (4) Given the reactants Cl.Cl.[NH2:3][C@H:4]([C@@H:12]([OH:19])[C:13]1[CH:18]=[CH:17][N:16]=[CH:15][CH:14]=1)[C:5]([N:7]1[CH2:11][CH2:10][CH2:9][CH2:8]1)=[O:6].CCN(CC)CC.ClC1C=C(C=CC=1Cl)C=O.CC(O)=O.[BH3-]C#N.[Na+], predict the reaction product. The product is: [NH2:3][C@H:4]([C@@H:12]([OH:19])[C:13]1[CH:14]=[CH:15][N:16]=[CH:17][CH:18]=1)[C:5]([N:7]1[CH2:11][CH2:10][CH2:9][CH2:8]1)=[O:6].